Dataset: Forward reaction prediction with 1.9M reactions from USPTO patents (1976-2016). Task: Predict the product of the given reaction. (1) Given the reactants C(OC(=O)[NH:7][CH:8]1[CH2:13][CH2:12][N:11]([C:14]2[N:19]=[C:18]([C:20]3[CH:25]=[CH:24][N:23]=[C:22](F)[CH:21]=3)[CH:17]=[C:16]([C:27](=[O:29])[NH2:28])[CH:15]=2)[CH2:10][CH2:9]1)(C)(C)C.[CH:31]1([NH2:37])[CH2:36][CH2:35][CH2:34][CH2:33][CH2:32]1, predict the reaction product. The product is: [NH2:7][CH:8]1[CH2:9][CH2:10][N:11]([C:14]2[CH:15]=[C:16]([C:27]([NH2:28])=[O:29])[CH:17]=[C:18]([C:20]3[CH:25]=[CH:24][N:23]=[C:22]([NH:37][CH:31]4[CH2:36][CH2:35][CH2:34][CH2:33][CH2:32]4)[CH:21]=3)[N:19]=2)[CH2:12][CH2:13]1. (2) The product is: [CH:22]12[N:17]([C:4]3[N:5]=[C:6]([N:8]4[CH:13]5[CH2:14][O:15][CH2:16][CH:9]4[CH2:10][O:11][CH2:12]5)[N:7]=[C:2]([C:30]4[CH:31]=[CH:32][C:27]([NH2:26])=[CH:28][CH:29]=4)[N:3]=3)[CH:18]([CH2:25][O:24][CH2:23]1)[CH2:19][O:20][CH2:21]2. Given the reactants Cl[C:2]1[N:7]=[C:6]([N:8]2[CH:13]3[CH2:14][O:15][CH2:16][CH:9]2[CH2:10][O:11][CH2:12]3)[N:5]=[C:4]([N:17]2[CH:22]3[CH2:23][O:24][CH2:25][CH:18]2[CH2:19][O:20][CH2:21]3)[N:3]=1.[NH2:26][C:27]1[CH:32]=[CH:31][C:30](B2OC(C)(C)C(C)(C)O2)=[CH:29][CH:28]=1.C1(C)C=CC=CC=1.C([O-])([O-])=O.[Na+].[Na+], predict the reaction product.